This data is from NCI-60 drug combinations with 297,098 pairs across 59 cell lines. The task is: Regression. Given two drug SMILES strings and cell line genomic features, predict the synergy score measuring deviation from expected non-interaction effect. (1) Drug 1: C1=NC2=C(N=C(N=C2N1C3C(C(C(O3)CO)O)F)Cl)N. Drug 2: CCC1=C2CN3C(=CC4=C(C3=O)COC(=O)C4(CC)O)C2=NC5=C1C=C(C=C5)O. Cell line: HS 578T. Synergy scores: CSS=9.12, Synergy_ZIP=-5.63, Synergy_Bliss=-0.908, Synergy_Loewe=-10.8, Synergy_HSA=1.49. (2) Drug 1: CC1=C(C(=O)C2=C(C1=O)N3CC4C(C3(C2COC(=O)N)OC)N4)N. Drug 2: C(CN)CNCCSP(=O)(O)O. Cell line: KM12. Synergy scores: CSS=7.89, Synergy_ZIP=-2.02, Synergy_Bliss=4.14, Synergy_Loewe=-17.7, Synergy_HSA=-2.19. (3) Drug 2: N.N.Cl[Pt+2]Cl. Drug 1: CNC(=O)C1=CC=CC=C1SC2=CC3=C(C=C2)C(=NN3)C=CC4=CC=CC=N4. Synergy scores: CSS=5.95, Synergy_ZIP=-2.91, Synergy_Bliss=-4.59, Synergy_Loewe=-5.35, Synergy_HSA=-3.62. Cell line: SF-295. (4) Drug 1: C1CN1C2=NC(=NC(=N2)N3CC3)N4CC4. Drug 2: C1CN(CCN1C(=O)CCBr)C(=O)CCBr. Cell line: U251. Synergy scores: CSS=50.2, Synergy_ZIP=-2.01, Synergy_Bliss=-2.69, Synergy_Loewe=0.838, Synergy_HSA=3.08. (5) Drug 1: C1CCC(C1)C(CC#N)N2C=C(C=N2)C3=C4C=CNC4=NC=N3. Drug 2: C1=CC(=CC=C1CCC2=CNC3=C2C(=O)NC(=N3)N)C(=O)NC(CCC(=O)O)C(=O)O. Cell line: HOP-62. Synergy scores: CSS=31.3, Synergy_ZIP=-4.25, Synergy_Bliss=3.04, Synergy_Loewe=-39.2, Synergy_HSA=1.94. (6) Drug 1: CC1=C(C(CCC1)(C)C)C=CC(=CC=CC(=CC(=O)O)C)C. Drug 2: CC(C)NC(=O)C1=CC=C(C=C1)CNNC.Cl. Cell line: SNB-19. Synergy scores: CSS=-6.54, Synergy_ZIP=2.85, Synergy_Bliss=-0.798, Synergy_Loewe=-4.97, Synergy_HSA=-5.73. (7) Drug 1: C(CC(=O)O)C(=O)CN.Cl. Drug 2: COCCOC1=C(C=C2C(=C1)C(=NC=N2)NC3=CC=CC(=C3)C#C)OCCOC.Cl. Cell line: COLO 205. Synergy scores: CSS=1.17, Synergy_ZIP=-1.98, Synergy_Bliss=-1.17, Synergy_Loewe=-2.48, Synergy_HSA=-3.01. (8) Drug 2: CCCCC(=O)OCC(=O)C1(CC(C2=C(C1)C(=C3C(=C2O)C(=O)C4=C(C3=O)C=CC=C4OC)O)OC5CC(C(C(O5)C)O)NC(=O)C(F)(F)F)O. Cell line: HCC-2998. Synergy scores: CSS=-8.34, Synergy_ZIP=3.60, Synergy_Bliss=0.106, Synergy_Loewe=-9.85, Synergy_HSA=-4.94. Drug 1: C1CCC(C1)C(CC#N)N2C=C(C=N2)C3=C4C=CNC4=NC=N3. (9) Drug 1: CN1C2=C(C=C(C=C2)N(CCCl)CCCl)N=C1CCCC(=O)O.Cl. Drug 2: C1=NC2=C(N=C(N=C2N1C3C(C(C(O3)CO)O)F)Cl)N. Cell line: HCT-15. Synergy scores: CSS=34.7, Synergy_ZIP=0.0145, Synergy_Bliss=0.336, Synergy_Loewe=-8.05, Synergy_HSA=-2.96. (10) Drug 1: CCCS(=O)(=O)NC1=C(C(=C(C=C1)F)C(=O)C2=CNC3=C2C=C(C=N3)C4=CC=C(C=C4)Cl)F. Drug 2: C1CCN(CC1)CCOC2=CC=C(C=C2)C(=O)C3=C(SC4=C3C=CC(=C4)O)C5=CC=C(C=C5)O. Cell line: UO-31. Synergy scores: CSS=8.74, Synergy_ZIP=-1.91, Synergy_Bliss=1.12, Synergy_Loewe=1.71, Synergy_HSA=1.51.